Dataset: Full USPTO retrosynthesis dataset with 1.9M reactions from patents (1976-2016). Task: Predict the reactants needed to synthesize the given product. (1) Given the product [C:1]1([CH:7]([C:34]2[CH:39]=[CH:38][CH:37]=[CH:36][CH:35]=2)[N:8]2[CH:13]=[CH:12][CH:11]=[C:10]([C:14]([NH:16][C@@H:17]([CH2:22][CH2:23][N:24]=[C:25]([NH:26][C:27]([O:29][CH2:30][CH3:31])=[O:28])[NH:42][CH3:41])[C:18]([O:20][CH3:21])=[O:19])=[O:15])[C:9]2=[O:33])[CH:6]=[CH:5][CH:4]=[CH:3][CH:2]=1, predict the reactants needed to synthesize it. The reactants are: [C:1]1([CH:7]([C:34]2[CH:39]=[CH:38][CH:37]=[CH:36][CH:35]=2)[N:8]2[CH:13]=[CH:12][CH:11]=[C:10]([C:14]([NH:16][C@@H:17]([CH2:22][CH2:23][NH:24][C:25](=S)[NH:26][C:27]([O:29][CH2:30][CH3:31])=[O:28])[C:18]([O:20][CH3:21])=[O:19])=[O:15])[C:9]2=[O:33])[CH:6]=[CH:5][CH:4]=[CH:3][CH:2]=1.C[CH2:41][N:42]=C=NCCCN(C)C.CN.CCN(C(C)C)C(C)C. (2) Given the product [Br:1][C:2]1[CH:7]=[N:6][CH:5]=[C:4]([CH2:8][O:9][CH2:10][C:11]2([C:24]3[CH:25]=[CH:26][CH:27]=[CH:28][CH:29]=3)[CH2:12][CH2:13][NH:14][CH2:15][CH2:16]2)[CH:3]=1, predict the reactants needed to synthesize it. The reactants are: [Br:1][C:2]1[CH:3]=[C:4]([CH2:8][O:9][CH2:10][C:11]2([C:24]3[CH:29]=[CH:28][CH:27]=[CH:26][CH:25]=3)[CH2:16][CH2:15][N:14](C(OC(C)(C)C)=O)[CH2:13][CH2:12]2)[CH:5]=[N:6][CH:7]=1.C(O)(C(F)(F)F)=O. (3) Given the product [CH2:1]([O:3][C:4](=[O:22])[CH2:5][C:6]1[CH:11]=[CH:10][CH:9]=[C:8]([O:12][C:13]2[CH:18]=[CH:17][C:16]([Br:19])=[CH:15][C:14]=2[CH2:20][N:25]2[C@@H:24]([CH3:23])[C@@H:28]([C:29]3[CH:34]=[CH:33][CH:32]=[CH:31][CH:30]=3)[O:27][C:26]2=[O:35])[CH:7]=1)[CH3:2], predict the reactants needed to synthesize it. The reactants are: [CH2:1]([O:3][C:4](=[O:22])[CH2:5][C:6]1[CH:11]=[CH:10][CH:9]=[C:8]([O:12][C:13]2[CH:18]=[CH:17][C:16]([Br:19])=[CH:15][C:14]=2[CH2:20]Br)[CH:7]=1)[CH3:2].[CH3:23][C@H:24]1[C@@H:28]([C:29]2[CH:34]=[CH:33][CH:32]=[CH:31][CH:30]=2)[O:27][C:26](=[O:35])[NH:25]1. (4) Given the product [N:1]1([C@H:5]2[C@@H:14]([CH2:15][C:16]3[CH:21]=[CH:20][CH:19]=[CH:18][CH:17]=3)[C:13]3[C:8](=[CH:9][CH:10]=[C:11]([N:22]4[CH2:23][CH:24]([NH:26][S:33]([C:31]5[N:30]=[CH:29][N:28]([CH3:27])[CH:32]=5)(=[O:35])=[O:34])[CH2:25]4)[CH:12]=3)[O:7][CH2:6]2)[CH2:2][CH2:3][CH2:4]1, predict the reactants needed to synthesize it. The reactants are: [N:1]1([CH:5]2[CH:14]([CH2:15][C:16]3[CH:21]=[CH:20][CH:19]=[CH:18][CH:17]=3)[C:13]3[C:8](=[CH:9][CH:10]=[C:11]([N:22]4[CH2:25][CH:24]([NH2:26])[CH2:23]4)[CH:12]=3)[O:7][CH2:6]2)[CH2:4][CH2:3][CH2:2]1.[CH3:27][N:28]1[CH:32]=[C:31]([S:33](Cl)(=[O:35])=[O:34])[N:30]=[CH:29]1. (5) Given the product [Cl:19][C:11]1[CH:12]=[C:13]([C:17]#[N:18])[CH:14]=[C:15]([Cl:16])[C:10]=1[C:9]([NH:8][C:6]1[CH:5]=[CH:4][N:3]=[C:2]([NH:26][C:24]([CH:21]2[CH2:23][CH2:22]2)=[O:25])[CH:7]=1)=[O:20], predict the reactants needed to synthesize it. The reactants are: Br[C:2]1[CH:7]=[C:6]([NH:8][C:9](=[O:20])[C:10]2[C:15]([Cl:16])=[CH:14][C:13]([C:17]#[N:18])=[CH:12][C:11]=2[Cl:19])[CH:5]=[CH:4][N:3]=1.[CH:21]1([C:24]([NH2:26])=[O:25])[CH2:23][CH2:22]1.CC1(C)C2C(=C(P(C3C=CC=CC=3)C3C=CC=CC=3)C=CC=2)OC2C(P(C3C=CC=CC=3)C3C=CC=CC=3)=CC=CC1=2.C([O-])([O-])=O.[Cs+].[Cs+]. (6) Given the product [ClH:36].[N:8]1([C:5]2[CH:6]=[CH:7][C:2]([NH:1][S:33]([C:32]3[C:28]([CH3:27])=[N:29][O:30][C:31]=3[CH3:37])(=[O:35])=[O:34])=[C:3]([NH:22][S:23]([CH3:26])(=[O:24])=[O:25])[CH:4]=2)[CH2:14][CH2:13][CH2:12][NH:11][CH2:10][CH2:9]1, predict the reactants needed to synthesize it. The reactants are: [NH2:1][C:2]1[CH:7]=[CH:6][C:5]([N:8]2[CH2:14][CH2:13][CH2:12][N:11](C(OC(C)(C)C)=O)[CH2:10][CH2:9]2)=[CH:4][C:3]=1[NH:22][S:23]([CH3:26])(=[O:25])=[O:24].[CH3:27][C:28]1[C:32]([S:33]([Cl:36])(=[O:35])=[O:34])=[C:31]([CH3:37])[O:30][N:29]=1. (7) Given the product [Br:11][CH2:12][CH2:13][CH2:14][CH2:15][O:10][C:6]1[CH:7]=[CH:8][CH:9]=[C:4]([N+:1]([O-:3])=[O:2])[CH:5]=1, predict the reactants needed to synthesize it. The reactants are: [N+:1]([C:4]1[CH:5]=[C:6]([OH:10])[CH:7]=[CH:8][CH:9]=1)([O-:3])=[O:2].[Br:11][CH2:12][CH2:13][CH2:14][CH2:15]Br. (8) The reactants are: [F:1][C:2]1[CH:3]=[C:4]([OH:13])[CH:5]=[C:6]2[C:11]=1[NH:10][C:9](=[O:12])[CH2:8][CH2:7]2.[C:14](Cl)(=[O:16])[CH3:15].C(Cl)[Cl:19]. Given the product [C:14]([O:13][C:4]1[CH:5]=[C:6]2[C:11](=[C:2]([F:1])[CH:3]=1)[N:10]=[C:9]([Cl:19])[CH:8]=[CH:7]2)(=[O:16])[CH3:15].[C:14]([O:13][C:4]1[CH:5]=[C:6]2[C:11](=[C:2]([F:1])[CH:3]=1)[NH:10][C:9](=[O:12])[CH2:8][CH2:7]2)(=[O:16])[CH3:15], predict the reactants needed to synthesize it.